This data is from Reaction yield outcomes from USPTO patents with 853,638 reactions. The task is: Predict the reaction yield, written as a fraction of the theoretical maximum amount of product (1.0 means a 100% yield; for example, 0.34 means a 34% yield). (1) The reactants are [NH2:1][C@H:2]([C:4]1[N:8]2[CH:9]=[CH:10][N:11]=[C:12]([CH3:13])[C:7]2=[C:6]([C:14]2[CH:32]=[CH:31][C:17]([C:18]([NH:20][C:21]3[CH:26]=[C:25]([C:27]([F:30])([F:29])[F:28])[CH:24]=[CH:23][N:22]=3)=[O:19])=[CH:16][CH:15]=2)[N:5]=1)[CH3:3].[C:33](O)(=[O:36])[CH:34]=[CH2:35]. No catalyst specified. The product is [C:33]([NH:1][C@H:2]([C:4]1[N:8]2[CH:9]=[CH:10][N:11]=[C:12]([CH3:13])[C:7]2=[C:6]([C:14]2[CH:15]=[CH:16][C:17]([C:18]([NH:20][C:21]3[CH:26]=[C:25]([C:27]([F:29])([F:30])[F:28])[CH:24]=[CH:23][N:22]=3)=[O:19])=[CH:31][CH:32]=2)[N:5]=1)[CH3:3])(=[O:36])[CH:34]=[CH2:35]. The yield is 0.209. (2) The reactants are [CH3:1][O:2][CH2:3][CH2:4][N:5]1[CH2:10][CH2:9][CH:8]([NH:11]CC2OC(C3C=C4C(=CC=3)C(=NO)CC4)=C(C3C=CN=CC=3)C=2)[CH2:7][CH2:6]1.FC(F)(F)C(O)=O. The catalyst is ClCCl. The product is [CH3:1][O:2][CH2:3][CH2:4][N:5]1[CH2:6][CH2:7][CH:8]([NH2:11])[CH2:9][CH2:10]1. The yield is 0.470. (3) The reactants are [Cl:1][C:2]1[CH:7]=[CH:6][C:5]([N:8]2[C:12]([CH3:13])=[C:11]([C:14]([OH:16])=O)[N:10]=[C:9]2[C:17]2[CH:22]=[CH:21][C:20]([Cl:23])=[CH:19][C:18]=2[Cl:24])=[CH:4][CH:3]=1.S(Cl)(Cl)=O.[OH-].[NH4+:30]. The catalyst is C1(C)C=CC=CC=1.C(Cl)Cl. The product is [Cl:1][C:2]1[CH:3]=[CH:4][C:5]([N:8]2[C:12]([CH3:13])=[C:11]([C:14]([NH2:30])=[O:16])[N:10]=[C:9]2[C:17]2[CH:22]=[CH:21][C:20]([Cl:23])=[CH:19][C:18]=2[Cl:24])=[CH:6][CH:7]=1. The yield is 0.980. (4) The catalyst is ClCCl. The reactants are C(=O)([O-])[O-].[Cs+].[Cs+].C1COCC1.CN(C=O)C.[NH2:17][C:18]1[C:19]([F:25])=[C:20]([OH:24])[CH:21]=[CH:22][CH:23]=1.Cl[C:27]1[C:36]2[C:31](=[CH:32][C:33]([O:39][CH3:40])=[C:34]([O:37][CH3:38])[CH:35]=2)[N:30]=[CH:29][N:28]=1. The yield is 0.420. The product is [CH3:38][O:37][C:34]1[CH:35]=[C:36]2[C:31](=[CH:32][C:33]=1[O:39][CH3:40])[N:30]=[CH:29][N:28]=[C:27]2[O:24][C:20]1[C:19]([F:25])=[C:18]([CH:23]=[CH:22][CH:21]=1)[NH2:17]. (5) The catalyst is C1C=CC([P]([Pd]([P](C2C=CC=CC=2)(C2C=CC=CC=2)C2C=CC=CC=2)([P](C2C=CC=CC=2)(C2C=CC=CC=2)C2C=CC=CC=2)[P](C2C=CC=CC=2)(C2C=CC=CC=2)C2C=CC=CC=2)(C2C=CC=CC=2)C2C=CC=CC=2)=CC=1.C1(C)C=CC=CC=1. The reactants are [CH:1]1[C:10]2[C:5](=[CH:6][CH:7]=[CH:8][CH:9]=2)[CH:4]=[CH:3][C:2]=1B(O)O.[Br:14][C:15]1[CH:20]=[CH:19][C:18](I)=[CH:17][CH:16]=1.C(=O)([O-])[O-].[Na+].[Na+]. The yield is 0.670. The product is [Br:14][C:15]1[CH:20]=[CH:19][C:18]([C:2]2[CH:3]=[CH:4][C:5]3[C:10](=[CH:9][CH:8]=[CH:7][CH:6]=3)[CH:1]=2)=[CH:17][CH:16]=1.